From a dataset of Full USPTO retrosynthesis dataset with 1.9M reactions from patents (1976-2016). Predict the reactants needed to synthesize the given product. Given the product [CH3:17][O:15][C:14]([C:3]1[N:2]([CH3:1])[C:10]2[C:5]([CH:4]=1)=[CH:6][C:7]([N+:11]([O-:13])=[O:12])=[CH:8][CH:9]=2)=[O:16], predict the reactants needed to synthesize it. The reactants are: [CH3:1][N:2]1[C:10]2[C:5](=[CH:6][C:7]([N+:11]([O-:13])=[O:12])=[CH:8][CH:9]=2)[CH:4]=[C:3]1[C:14]([OH:16])=[O:15].[CH3:17]O.